From a dataset of Full USPTO retrosynthesis dataset with 1.9M reactions from patents (1976-2016). Predict the reactants needed to synthesize the given product. Given the product [CH2:1]([O:3][C:4]([CH:6]1[CH2:7][CH2:8][CH:9]([C:12]2[CH:13]=[C:14]3[C:19](=[C:20]([C:22]4[CH:27]=[CH:26][CH:25]=[C:24]([O:32][C:31]([F:58])([F:57])[F:30])[CH:23]=4)[N:21]=2)[N:18]=[CH:17][CH:16]=[CH:15]3)[CH2:10][CH2:11]1)=[O:5])[CH3:2], predict the reactants needed to synthesize it. The reactants are: [CH2:1]([O:3][C:4]([CH:6]1[CH2:11][CH2:10][CH:9]([C:12]2[CH:13]=[C:14]3[C:19](=[C:20]([C:22]4[CH:27]=[CH:26][CH:25]=[C:24](C#N)[CH:23]=4)[N:21]=2)[N:18]=[CH:17][CH:16]=[CH:15]3)[CH2:8][CH2:7]1)=[O:5])[CH3:2].[F:30][C:31]([F:58])([F:57])[O:32]C1C=C(C2N=C(OS(C(F)(F)F)(=O)=O)C=C3C=2N=CC=C3)C=CC=1.